This data is from Full USPTO retrosynthesis dataset with 1.9M reactions from patents (1976-2016). The task is: Predict the reactants needed to synthesize the given product. (1) Given the product [NH2:20][C:21]1[CH:26]=[C:25]([C:2]2[CH:18]=[CH:17][C:5]([O:6][CH:7]([CH3:16])[CH2:8][NH:9][S:10]([CH:13]([CH3:15])[CH3:14])(=[O:12])=[O:11])=[CH:4][CH:3]=2)[CH:24]=[CH:23][CH:22]=1, predict the reactants needed to synthesize it. The reactants are: Br[C:2]1[CH:18]=[CH:17][C:5]([O:6][CH:7]([CH3:16])[CH2:8][NH:9][S:10]([CH:13]([CH3:15])[CH3:14])(=[O:12])=[O:11])=[CH:4][CH:3]=1.O.[NH2:20][C:21]1[CH:22]=[C:23](B(O)O)[CH:24]=[CH:25][CH:26]=1.C(=O)([O-])[O-].[Na+].[Na+]. (2) Given the product [CH3:1][C:2]1[CH:3]=[C:4]([N:9]([CH2:24][CH2:25][C:26]2[CH:27]=[CH:28][C:29]([CH3:32])=[CH:30][CH:31]=2)[C:10](=[O:11])[CH:12]([N:33]2[CH2:38][CH2:37][CH:36]([OH:39])[CH2:35][CH2:34]2)[C:13]2[CH:18]=[CH:17][CH:16]=[CH:15][CH:14]=2)[CH:5]=[CH:6][C:7]=1[CH3:8], predict the reactants needed to synthesize it. The reactants are: [CH3:1][C:2]1[CH:3]=[C:4]([N:9]([CH2:24][CH2:25][C:26]2[CH:31]=[CH:30][C:29]([CH3:32])=[CH:28][CH:27]=2)[C:10]([CH:12](OS(C)(=O)=O)[C:13]2[CH:18]=[CH:17][CH:16]=[CH:15][CH:14]=2)=[O:11])[CH:5]=[CH:6][C:7]=1[CH3:8].[NH:33]1[CH2:38][CH2:37][CH:36]([OH:39])[CH2:35][CH2:34]1. (3) Given the product [CH3:1][C:2]1[C:3]([N:9]2[CH2:10][CH2:11][N:12]([C:15]([C:17]3[CH:22]=[CH:21][C:20]([N:23]4[CH:27]([CH3:28])[C:26](=[O:29])[NH:25][C:24]4=[O:39])=[CH:19][CH:18]=3)=[O:16])[CH2:13][CH2:14]2)=[N:4][CH:5]=[C:6]([CH3:8])[CH:7]=1, predict the reactants needed to synthesize it. The reactants are: [CH3:1][C:2]1[C:3]([N:9]2[CH2:14][CH2:13][N:12]([C:15]([C:17]3[CH:22]=[CH:21][C:20]([N:23]4[CH:27]([CH3:28])[C:26](=[O:29])[N:25](CC5C=CC(OC)=CC=5)[C:24]4=[O:39])=[CH:19][CH:18]=3)=[O:16])[CH2:11][CH2:10]2)=[N:4][CH:5]=[C:6]([CH3:8])[CH:7]=1.FC(F)(F)S(O)(=O)=O.C(=O)([O-])O.[Na+].